Dataset: TCR-epitope binding with 47,182 pairs between 192 epitopes and 23,139 TCRs. Task: Binary Classification. Given a T-cell receptor sequence (or CDR3 region) and an epitope sequence, predict whether binding occurs between them. (1) The epitope is EILDITPCSF. Result: 1 (the TCR binds to the epitope). The TCR CDR3 sequence is CASSLTSAYEQYF. (2) The epitope is YLKLTDNVYIK. The TCR CDR3 sequence is CASSEDKGGADTQYF. Result: 0 (the TCR does not bind to the epitope). (3) The epitope is KAYNVTQAF. The TCR CDR3 sequence is CASSPVFGTGDEKLFF. Result: 0 (the TCR does not bind to the epitope).